This data is from CYP2C19 inhibition data for predicting drug metabolism from PubChem BioAssay. The task is: Regression/Classification. Given a drug SMILES string, predict its absorption, distribution, metabolism, or excretion properties. Task type varies by dataset: regression for continuous measurements (e.g., permeability, clearance, half-life) or binary classification for categorical outcomes (e.g., BBB penetration, CYP inhibition). Dataset: cyp2c19_veith. (1) The result is 0 (non-inhibitor). The molecule is CN1CCC2(CC1)CCN(S(=O)(=O)c1ccccc1)CC2. (2) The compound is Cc1c(CCO)c(=O)n(C)n1C(=O)c1ccc(F)cc1. The result is 1 (inhibitor). (3) The drug is O=C(NC1CCCCC1)N1CCCC(c2nc(-c3cccs3)no2)C1. The result is 1 (inhibitor). (4) The result is 1 (inhibitor). The molecule is COC(=O)c1cc(C(=O)c2cccc(Cl)c2Cl)cn1C. (5) The drug is Cc1nn(C)cc1C(=O)NNC(=S)Nc1ccc(F)cc1. The result is 0 (non-inhibitor).